Dataset: Forward reaction prediction with 1.9M reactions from USPTO patents (1976-2016). Task: Predict the product of the given reaction. (1) Given the reactants [CH:1]1([NH:4][C:5](=[O:31])[C:6]2[CH:11]=[CH:10][C:9]([C:12]3[N:16]4[N:17]=[C:18]([CH:28]=[O:29])[CH:19]=[C:20]([NH:21][CH2:22][CH2:23][C:24]([F:27])([F:26])[F:25])[C:15]4=[N:14][CH:13]=3)=[CH:8][C:7]=2[CH3:30])[CH2:3][CH2:2]1.Br[Mg][C:34]1[CH:39]=[CH:38][C:37]([O:40][CH3:41])=[C:36]([F:42])[CH:35]=1.BrC1C=CC(OC)=C(F)C=1.[Mg].[Cl-].[NH4+], predict the reaction product. The product is: [CH:1]1([NH:4][C:5](=[O:31])[C:6]2[CH:11]=[CH:10][C:9]([C:12]3[N:16]4[N:17]=[C:18]([CH:28]([C:34]5[CH:39]=[CH:38][C:37]([O:40][CH3:41])=[C:36]([F:42])[CH:35]=5)[OH:29])[CH:19]=[C:20]([NH:21][CH2:22][CH2:23][C:24]([F:25])([F:26])[F:27])[C:15]4=[N:14][CH:13]=3)=[CH:8][C:7]=2[CH3:30])[CH2:2][CH2:3]1. (2) Given the reactants [H-].[H-].[H-].[H-].[Li+].[Al+3].C[O:8][C:9](=O)[C:10]1[C:15]([O:16][CH3:17])=[CH:14][C:13]([C:18]2[C:23]([CH2:24][CH3:25])=[CH:22][CH:21]=[CH:20][C:19]=2[CH2:26][CH3:27])=[N:12][C:11]=1[CH3:28], predict the reaction product. The product is: [CH2:26]([C:19]1[CH:20]=[CH:21][CH:22]=[C:23]([CH2:24][CH3:25])[C:18]=1[C:13]1[N:12]=[C:11]([CH3:28])[C:10]([CH2:9][OH:8])=[C:15]([O:16][CH3:17])[CH:14]=1)[CH3:27]. (3) Given the reactants [CH3:1][O:2][C:3](=[O:39])[NH:4][C@H:5]([C:9]([N:11]1[CH2:15][CH2:14][CH2:13][C@H:12]1[C:16]1[NH:17][CH:18]=[C:19]([C:21]2[CH:26]=[CH:25][C:24]([C:27]3[CH:32]=[C:31]([F:33])[C:30]([NH2:34])=[CH:29][C:28]=3[C:35]([F:38])([F:37])[F:36])=[CH:23][CH:22]=2)[N:20]=1)=[O:10])[CH:6]([CH3:8])[CH3:7].C(Cl)Cl.CC(N(C)C)=O.[F:49][C:50]1[CH:55]=[CH:54][C:53]([C:56](Cl)=[O:57])=[CH:52][N:51]=1, predict the reaction product. The product is: [CH3:1][O:2][C:3](=[O:39])[NH:4][C@H:5]([C:9]([N:11]1[CH2:15][CH2:14][CH2:13][C@H:12]1[C:16]1[NH:17][CH:18]=[C:19]([C:21]2[CH:22]=[CH:23][C:24]([C:27]3[CH:32]=[C:31]([F:33])[C:30]([NH:34][C:56]([C:53]4[CH:52]=[N:51][C:50]([F:49])=[CH:55][CH:54]=4)=[O:57])=[CH:29][C:28]=3[C:35]([F:37])([F:38])[F:36])=[CH:25][CH:26]=2)[N:20]=1)=[O:10])[CH:6]([CH3:8])[CH3:7]. (4) Given the reactants [NH:1]1[CH:5]=[CH:4][N:3]=[C:2]1[CH:6]1[CH2:9][N:8](C(OC(C)(C)C)=O)[CH2:7]1, predict the reaction product. The product is: [NH:8]1[CH2:9][CH:6]([C:2]2[NH:1][CH:5]=[CH:4][N:3]=2)[CH2:7]1. (5) Given the reactants F[C:2]1[CH:7]=[CH:6][C:5]([N+:8]([O-:10])=[O:9])=[CH:4][CH:3]=1.[CH3:11][C@@H:12]1[CH2:17][NH:16][CH2:15][CH2:14][NH:13]1.C([O-])([O-])=O.[K+].[K+], predict the reaction product. The product is: [CH3:11][C@H:12]1[NH:13][CH2:14][CH2:15][N:16]([C:2]2[CH:7]=[CH:6][C:5]([N+:8]([O-:10])=[O:9])=[CH:4][CH:3]=2)[CH2:17]1. (6) Given the reactants [Cl:1][C:2]1[CH:7]=[CH:6][C:5]([C:8]2[C:9]([CH3:16])=[C:10]([CH2:14]O)[N:11]([CH3:13])[N:12]=2)=[CH:4][CH:3]=1.S(Cl)([Cl:19])=O, predict the reaction product. The product is: [Cl:19][CH2:14][C:10]1[N:11]([CH3:13])[N:12]=[C:8]([C:5]2[CH:6]=[CH:7][C:2]([Cl:1])=[CH:3][CH:4]=2)[C:9]=1[CH3:16]. (7) Given the reactants Cl[C:2]1[N:7]=[CH:6][N:5]=[C:4]([NH:8][C:9]2[CH:14]=[CH:13][CH:12]=[C:11]([N:15]3[CH2:20][CH2:19][O:18][CH2:17][CH2:16]3)[CH:10]=2)[N:3]=1.[O:21]1[CH2:26][CH2:25][CH:24]([O:27][C:28]2[CH:35]=[CH:34][C:33](B3OC(C)(C)C(C)(C)O3)=[CH:32][C:29]=2[C:30]#[N:31])[CH2:23][CH2:22]1.C(=O)([O-])[O-].[Na+].[Na+], predict the reaction product. The product is: [O:18]1[CH2:19][CH2:20][N:15]([C:11]2[CH:10]=[C:9]([NH:8][C:4]3[N:5]=[CH:6][N:7]=[C:2]([C:33]4[CH:34]=[CH:35][C:28]([O:27][CH:24]5[CH2:25][CH2:26][O:21][CH2:22][CH2:23]5)=[C:29]([CH:32]=4)[C:30]#[N:31])[N:3]=3)[CH:14]=[CH:13][CH:12]=2)[CH2:16][CH2:17]1. (8) Given the reactants [CH:1]([C:19]([O:21]CC1C=CC=CC=1)=[O:20])([C:9]([O:11]CC1C=CC=CC=1)=[O:10])[C@@H:2]([C:4]([O:6][CH2:7][CH3:8])=[O:5])[CH3:3], predict the reaction product. The product is: [CH2:7]([O:6][C:4](=[O:5])[C@H:2]([CH:1]([C:19]([OH:21])=[O:20])[C:9]([OH:11])=[O:10])[CH3:3])[CH3:8]. (9) Given the reactants [F:1][C:2]1[CH:7]=[CH:6][C:5]([CH:8]([OH:24])[CH2:9][N:10]([CH3:23])[S:11]([C:14]2[CH:18]=[C:17]([C:19](=[O:21])[CH3:20])[S:16][C:15]=2[NH2:22])(=[O:13])=[O:12])=[CH:4][CH:3]=1.[OH-].[Na+].FC1C=CC(CCl)=CC=1.[F:36][C:37]1[CH:45]=[CH:44][C:40]([C:41](Cl)=[O:42])=[CH:39][CH:38]=1, predict the reaction product. The product is: [C:19]([C:17]1[S:16][C:15]([NH:22][C:41](=[O:42])[C:40]2[CH:44]=[CH:45][C:37]([F:36])=[CH:38][CH:39]=2)=[C:14]([S:11](=[O:13])(=[O:12])[N:10]([CH2:9][CH:8]([C:5]2[CH:4]=[CH:3][C:2]([F:1])=[CH:7][CH:6]=2)[OH:24])[CH3:23])[CH:18]=1)(=[O:21])[CH3:20]. (10) Given the reactants [H-].[Na+].[CH3:3][O:4][C:5](=[O:26])[C:6]1[CH:11]=[CH:10][CH:9]=[CH:8][C:7]=1[S:12](=[O:25])(=[O:24])[NH:13][C:14]1[CH:19]=[CH:18][CH:17]=[CH:16][C:15]=1[C:20]([F:23])([F:22])[F:21].Br[CH2:28][C:29]([O:31][CH3:32])=[O:30], predict the reaction product. The product is: [CH3:3][O:4][C:5](=[O:26])[C:6]1[CH:11]=[CH:10][CH:9]=[CH:8][C:7]=1[S:12](=[O:25])(=[O:24])[N:13]([CH2:28][C:29]([O:31][CH3:32])=[O:30])[C:14]1[CH:19]=[CH:18][CH:17]=[CH:16][C:15]=1[C:20]([F:23])([F:21])[F:22].